Dataset: Forward reaction prediction with 1.9M reactions from USPTO patents (1976-2016). Task: Predict the product of the given reaction. (1) The product is: [CH2:14]([S:16]([N:19]1[CH2:20][CH2:21][N:22]([C:2]2[N:3]=[C:4]3[C:9](=[N:10][CH:11]=2)[N:8]=[CH:7][N:6]([CH3:12])[C:5]3=[O:13])[CH2:23][CH2:24]1)(=[O:18])=[O:17])[CH3:15]. Given the reactants Br[C:2]1[N:3]=[C:4]2[C:9](=[N:10][CH:11]=1)[N:8]=[CH:7][N:6]([CH3:12])[C:5]2=[O:13].[CH2:14]([S:16]([N:19]1[CH2:24][CH2:23][NH:22][CH2:21][CH2:20]1)(=[O:18])=[O:17])[CH3:15], predict the reaction product. (2) Given the reactants [Cl:1][C:2]1[CH:24]=[C:23]([O:25][CH2:26][CH2:27][OH:28])[CH:22]=[CH:21][C:3]=1[C:4]([N:6]1[C:12]2[CH:13]=[CH:14][CH:15]=[CH:16][C:11]=2[CH2:10][N:9]([CH2:17][C:18]#[N:19])[C:8](=[O:20])[CH2:7]1)=[O:5].[Cl-].[OH:30][NH3+:31].C(=O)([O-])[O-].[K+].[K+], predict the reaction product. The product is: [Cl:1][C:2]1[CH:24]=[C:23]([O:25][CH2:26][CH2:27][OH:28])[CH:22]=[CH:21][C:3]=1[C:4]([N:6]1[C:12]2[CH:13]=[CH:14][CH:15]=[CH:16][C:11]=2[CH2:10][N:9]([CH2:17][C:18]([NH:31][OH:30])=[NH:19])[C:8](=[O:20])[CH2:7]1)=[O:5]. (3) Given the reactants [CH3:1][O:2][C:3]1[C:4]([C:16]([OH:18])=O)=[N:5][N:6]([CH2:8][O:9][CH2:10][CH2:11][Si:12]([CH3:15])([CH3:14])[CH3:13])[CH:7]=1.CC[N:21]=C=NCCCN(C)C.Cl.[NH4+].[Cl-], predict the reaction product. The product is: [CH3:1][O:2][C:3]1[C:4]([C:16]([NH2:21])=[O:18])=[N:5][N:6]([CH2:8][O:9][CH2:10][CH2:11][Si:12]([CH3:15])([CH3:14])[CH3:13])[CH:7]=1. (4) Given the reactants [C:1]([O:22][CH2:23][C:24]1[CH:29]=[CH:28][CH:27]=[CH:26][CH:25]=1)(=[O:21])[CH2:2][CH2:3][CH2:4][CH2:5][CH2:6][CH2:7][CH2:8][CH2:9][CH2:10][CH2:11][CH2:12][CH2:13][CH2:14][CH2:15][CH2:16][CH2:17][C:18]([O-:20])=[O:19].C1COCC1.CCN(C(C)C)C(C)C.[B-](F)(F)(F)F.CN(C(O[N:57]1[C:62](=[O:63])[CH2:61][CH2:60][C:58]1=[O:59])=[N+](C)C)C, predict the reaction product. The product is: [C:18]([O:20][N:57]1[C:62](=[O:63])[CH2:61][CH2:60][C:58]1=[O:59])(=[O:19])[CH2:17][CH2:16][CH2:15][CH2:14][CH2:13][CH2:12][CH2:11][CH2:10][CH2:9][CH2:8][CH2:7][CH2:6][CH2:5][CH2:4][CH2:3][CH2:2][C:1]([O:22][CH2:23][C:24]1[CH:29]=[CH:28][CH:27]=[CH:26][CH:25]=1)=[O:21]. (5) Given the reactants [C:1]1([CH3:11])[CH:6]=[CH:5][C:4]([S:7](Cl)(=[O:9])=[O:8])=[CH:3][CH:2]=1.[OH-].[Na+].[CH3:14][O:15][CH2:16][CH2:17][O:18][CH2:19][CH2:20][O:21][CH2:22][CH2:23][OH:24], predict the reaction product. The product is: [CH3:11][C:1]1[CH:6]=[CH:5][C:4]([S:7]([O:24][CH2:23][CH2:22][O:21][CH2:20][CH2:19][O:18][CH2:17][CH2:16][O:15][CH3:14])(=[O:9])=[O:8])=[CH:3][CH:2]=1. (6) Given the reactants C([N:8]1[CH2:13][CH2:12][C@H:11]([N:14]2[C:18]3=[C:19]4[CH:25]=[CH:24][NH:23][C:20]4=[N:21][CH:22]=[C:17]3[NH:16][C:15]2=[O:26])[C@H:10]([CH3:27])[CH2:9]1)C1C=CC=CC=1, predict the reaction product. The product is: [CH3:27][C@H:10]1[C@@H:11]([N:14]2[C:18]3=[C:19]4[CH:25]=[CH:24][NH:23][C:20]4=[N:21][CH:22]=[C:17]3[NH:16][C:15]2=[O:26])[CH2:12][CH2:13][NH:8][CH2:9]1.